Task: Regression. Given a peptide amino acid sequence and an MHC pseudo amino acid sequence, predict their binding affinity value. This is MHC class II binding data.. Dataset: Peptide-MHC class II binding affinity with 134,281 pairs from IEDB The peptide sequence is YDKFLANVITVLTGK. The binding affinity (normalized) is 0.678. The MHC is DRB1_0802 with pseudo-sequence DRB1_0802.